Dataset: Full USPTO retrosynthesis dataset with 1.9M reactions from patents (1976-2016). Task: Predict the reactants needed to synthesize the given product. (1) The reactants are: [CH3:1][O:2][C:3]1[CH:4]=[C:5]([CH:27]=[C:28]([O:30][CH3:31])[CH:29]=1)[CH2:6][C:7]1[C:15]2[C:10](=[CH:11][CH:12]=[CH:13][C:14]=2[CH2:16][CH2:17][C:18]2[CH:26]=[CH:25][C:21]([C:22]([OH:24])=[O:23])=[CH:20][CH:19]=2)[CH2:9][CH:8]=1.COC1C=C(C=C(OC)C=1)/C=C1\CCC2C\1=C(CCC1C=CC(C(O)=O)=CC=1)C=CC=2. Given the product [CH3:31][O:30][C:28]1[CH:27]=[C:5]([CH:4]=[C:3]([O:2][CH3:1])[CH:29]=1)[CH2:6][CH:7]1[C:15]2[C:10](=[CH:11][CH:12]=[CH:13][C:14]=2[CH2:16][CH2:17][C:18]2[CH:19]=[CH:20][C:21]([C:22]([OH:24])=[O:23])=[CH:25][CH:26]=2)[CH2:9][CH2:8]1, predict the reactants needed to synthesize it. (2) Given the product [Cl:1][C:2]1[CH:7]=[CH:6][C:5]([CH2:8][C:9]2[NH:25][N:24]=[N:23][N:10]=2)=[CH:4][C:3]=1[O:11][C:12]1[CH:17]=[CH:16][C:15]([S:18]([CH3:21])(=[O:19])=[O:20])=[CH:14][C:13]=1[Cl:22], predict the reactants needed to synthesize it. The reactants are: [Cl:1][C:2]1[CH:7]=[CH:6][C:5]([CH2:8][C:9]#[N:10])=[CH:4][C:3]=1[O:11][C:12]1[CH:17]=[CH:16][C:15]([S:18]([CH3:21])(=[O:20])=[O:19])=[CH:14][C:13]=1[Cl:22].[N:23]([Si](C)(C)C)=[N+:24]=[N-:25].[F-].C([N+](CCCC)(CCCC)CCCC)CCC.C(OCC)(=O)C. (3) The reactants are: CO[C:3](=[O:12])[C:4]1[CH:9]=[CH:8][CH:7]=[CH:6][C:5]=1[CH2:10]Br.[Cl:13][C:14]1[CH:19]=[CH:18][CH:17]=[CH:16][C:15]=1[CH2:20][CH2:21][CH2:22][NH2:23].C([O-])([O-])=O.[K+].[K+].C(OCC)(=O)C. Given the product [Cl:13][C:14]1[CH:19]=[CH:18][CH:17]=[CH:16][C:15]=1[CH2:20][CH2:21][CH2:22][N:23]1[CH2:10][C:5]2[C:4](=[CH:9][CH:8]=[CH:7][CH:6]=2)[C:3]1=[O:12], predict the reactants needed to synthesize it. (4) Given the product [Br:20][C:13]1[N:5]([CH2:1][CH2:2][CH2:3][CH3:4])[C:6]2[C:11]([N:12]=1)=[C:10]([NH2:14])[N:9]=[CH:8][N:7]=2, predict the reactants needed to synthesize it. The reactants are: [CH2:1]([N:5]1[CH:13]=[N:12][C:11]2[C:6]1=[N:7][CH:8]=[N:9][C:10]=2[NH2:14])[CH2:2][CH2:3][CH3:4].C1COCC1.[Br:20]Br. (5) Given the product [C:5]([CH:4]([C:3]#[N:7])[C:9]1([C:14]([O:16][CH3:17])=[O:15])[CH2:13][CH2:12][O:11][CH2:10]1)#[N:6], predict the reactants needed to synthesize it. The reactants are: [H-].[Na+].[C:3](#[N:7])[CH2:4][C:5]#[N:6].Br[C:9]1([C:14]([O:16][CH3:17])=[O:15])[CH2:13][CH2:12][O:11][CH2:10]1.C(=O)([O-])O.[Na+]. (6) Given the product [Cl:16][C:14]1[CH:13]=[CH:12][N:11]=[C:10]([N:4]2[CH2:5][C@H:6]([CH3:8])[O:7][C@H:2]([CH3:1])[CH2:3]2)[CH:15]=1, predict the reactants needed to synthesize it. The reactants are: [CH3:1][C@H:2]1[O:7][C@@H:6]([CH3:8])[CH2:5][NH:4][CH2:3]1.Cl[C:10]1[CH:15]=[C:14]([Cl:16])[CH:13]=[CH:12][N:11]=1.C(=O)([O-])[O-].[K+].[K+]. (7) The reactants are: [Br:1][C:2]1[C:10]2[C:5](=[CH:6][CH:7]=[C:8]([C:11]#[N:12])[CH:9]=2)[NH:4][N:3]=1.[C:13](O[C:13]([O:15][C:16]([CH3:19])([CH3:18])[CH3:17])=[O:14])([O:15][C:16]([CH3:19])([CH3:18])[CH3:17])=[O:14]. Given the product [Br:1][C:2]1[C:10]2[C:5](=[CH:6][CH:7]=[C:8]([C:11]#[N:12])[CH:9]=2)[N:4]([C:13]([O:15][C:16]([CH3:19])([CH3:18])[CH3:17])=[O:14])[N:3]=1, predict the reactants needed to synthesize it. (8) Given the product [N:17]1[CH:22]=[CH:21][C:20](/[CH:23]=[N:1]/[C:2]2[CH:3]=[CH:4][C:5]3[C:14](=[O:15])[NH:13][C:12](=[O:16])[C:7]4[C:6]=3[C:11]=2[CH:10]=[CH:9][CH:8]=4)=[CH:19][CH:18]=1, predict the reactants needed to synthesize it. The reactants are: [NH2:1][C:2]1[C:11]2[C:6]3=[C:7]([C:12](=[O:16])[NH:13][C:14](=[O:15])[C:5]3=[CH:4][CH:3]=1)[CH:8]=[CH:9][CH:10]=2.[N:17]1[CH:22]=[CH:21][C:20]([CH:23]=O)=[CH:19][CH:18]=1.S(=O)(=O)(O)O.[OH-].[Na+]. (9) Given the product [CH:22]([C:13]1[N:12]([CH:9]2[CH2:10][CH2:11][NH:6][CH2:7][CH:8]2[O:25][CH3:26])[C:16]2[CH:17]=[CH:18][C:19]([CH3:21])=[CH:20][C:15]=2[N:14]=1)([CH3:24])[CH3:23], predict the reactants needed to synthesize it. The reactants are: C(OC([N:6]1[CH2:11][CH2:10][CH:9]([N:12]2[C:16]3[CH:17]=[CH:18][C:19]([CH3:21])=[CH:20][C:15]=3[N:14]=[C:13]2[CH:22]([CH3:24])[CH3:23])[CH:8]([O:25][CH3:26])[CH2:7]1)=O)C. (10) Given the product [CH3:1][C@@H:2]1[O:7][C@@H:6]([O:8][C@@H:9]2[C:14]3=[C:15]([OH:32])[C:16]4[C:28](=[O:29])[C:27]5[C:22](=[CH:23][CH:24]=[CH:25][C:26]=5[O:30][CH3:31])[C:20](=[O:21])[C:17]=4[C:18]([OH:19])=[C:13]3[CH2:12][C@@:11]([OH:37])([C:33]([CH2:35][OH:36])=[O:34])[CH2:10]2)[CH2:5][C@H:4]([NH2:38])[C@@H:3]1[OH:39], predict the reactants needed to synthesize it. The reactants are: [CH3:1][C@@H:2]1[O:7][C@@H:6]([O:8][C@@H:9]2[C:14]3=[C:15]([OH:32])[C:16]4[C:28](=[O:29])[C:27]5[C:22](=[CH:23][CH:24]=[CH:25][C:26]=5[O:30][CH3:31])[C:20](=[O:21])[C:17]=4[C:18]([OH:19])=[C:13]3[CH2:12][C@@:11]([OH:37])([C:33]([CH2:35][OH:36])=[O:34])[CH2:10]2)[CH2:5][C@H:4]([NH2:38])[C@@H:3]1[OH:39].Cl.C(O)(C)C.[Cl-].[Cl-].[Ca+2].